Dataset: M1 muscarinic receptor agonist screen with 61,833 compounds. Task: Binary Classification. Given a drug SMILES string, predict its activity (active/inactive) in a high-throughput screening assay against a specified biological target. (1) The drug is Clc1cc(N2CCN(CC2)C(=O)c2oc(CS(=O)(=O)c3c(OC)cccc3)cc2)ccc1. The result is 1 (active). (2) The molecule is O=c1n(c(nc2c1cc(NC(=O)CC)cc2)C1CC1)Cc1ccccc1. The result is 0 (inactive). (3) The molecule is Clc1ccc(S(=O)(=O)NC2C(N(CC)CC)CCCC2)cc1. The result is 0 (inactive). (4) The drug is O1c2n[nH]c(C(C)(C)C)c2C(c2cc(OC(=O)N3CCOCC3)ccc2)C(=C1N)C#N. The result is 0 (inactive). (5) The compound is Fc1c(CN2c3c(S(=O)c4c(C2=O)cccc4)ccc(c3)C(O)=O)cccc1. The result is 0 (inactive).